Dataset: Catalyst prediction with 721,799 reactions and 888 catalyst types from USPTO. Task: Predict which catalyst facilitates the given reaction. (1) Reactant: [Cl:1][C:2]1[CH:3]=[N:4][CH:5]=[C:6]([F:9])[C:7]=1I.[CH3:10][N:11]1[CH2:16][CH:15]=[C:14](B2OC(C)(C)C(C)(C)O2)[CH2:13][CH2:12]1.C([O-])([O-])=O.[Na+].[Na+]. Product: [Cl:1][C:2]1[CH:3]=[N:4][CH:5]=[C:6]([F:9])[C:7]=1[C:14]1[CH2:15][CH2:16][N:11]([CH3:10])[CH2:12][CH:13]=1. The catalyst class is: 628. (2) Reactant: [N:1]12[CH2:8][CH2:7][C:4]([C:9]([C:16]3[S:17][CH:18]=[CH:19][CH:20]=3)([C:11]3[S:12][CH:13]=[CH:14][CH:15]=3)O)([CH2:5][CH2:6]1)[CH2:3][CH2:2]2.[Al+3].[Cl-].[Cl-].[Cl-].[Si]([C:29]#[N:30])(C)(C)C. Product: [N:1]12[CH2:8][CH2:7][C:4]([C:9]([C:16]3[S:17][CH:18]=[CH:19][CH:20]=3)([C:11]3[S:12][CH:13]=[CH:14][CH:15]=3)[C:29]#[N:30])([CH2:5][CH2:6]1)[CH2:3][CH2:2]2. The catalyst class is: 26. (3) Reactant: [N:1]1([CH2:10][C:11]2[N:15]([CH2:16][CH2:17][C:18]([NH:20]O)=[NH:19])[C:14]3[CH:22]=[CH:23][CH:24]=[CH:25][C:13]=3[N:12]=2)[C:5]2[CH:6]=[CH:7][CH:8]=[CH:9][C:4]=2[N:3]=[N:2]1.[C:26]([O:29]C(=O)C)(=[O:28])[CH3:27].C(OCC)C. Product: [C:26]([OH:29])(=[O:28])[CH3:27].[C:26]([OH:29])(=[O:28])[CH3:27].[N:1]1([CH2:10][C:11]2[N:15]([CH2:16][CH2:17][C:18]([NH2:20])=[NH:19])[C:14]3[CH:22]=[CH:23][CH:24]=[CH:25][C:13]=3[N:12]=2)[C:5]2[CH:6]=[CH:7][CH:8]=[CH:9][C:4]=2[N:3]=[N:2]1. The catalyst class is: 285. (4) Product: [Cl:1][C:2]1[CH:7]=[CH:6][C:5]([C:8]2[CH:12]=[CH:11][N:10]([C:13]3[CH:14]=[CH:15][C:16]4[O:21][CH2:20][C:19]([C:22]([OH:24])=[O:23])=[CH:18][C:17]=4[CH:26]=3)[N:9]=2)=[CH:4][C:3]=1[CH2:27][NH:28][C:29]([O:31][CH3:32])=[O:30]. Reactant: [Cl:1][C:2]1[CH:7]=[CH:6][C:5]([C:8]2[CH:12]=[CH:11][N:10]([C:13]3[CH:14]=[CH:15][C:16]4[O:21][CH2:20][C:19]([C:22]([O:24]C)=[O:23])=[CH:18][C:17]=4[CH:26]=3)[N:9]=2)=[CH:4][C:3]=1[CH2:27][NH:28][C:29]([O:31][CH3:32])=[O:30].[OH-].[Na+]. The catalyst class is: 30. (5) Reactant: [N:1]1[CH:6]=[CH:5][CH:4]=[CH:3][C:2]=1[C:7]1[N:11]=[C:10]([C:12]2[CH:17]=[C:16](Br)[CH:15]=[CH:14][C:13]=2[F:19])[O:9][N:8]=1. Product: [N:1]1[CH:6]=[CH:5][CH:4]=[CH:3][C:2]=1[C:7]1[N:11]=[C:10]([C:12]2[CH:17]=[C:16]([C:2]3[CH:3]=[CH:4][CH:5]=[CH:6][N:1]=3)[CH:15]=[CH:14][C:13]=2[F:19])[O:9][N:8]=1. The catalyst class is: 602. (6) Reactant: [Cl:1][C:2]1[C:3]([CH2:13][N:14]([CH:39]2[CH2:41][CH2:40]2)[C:15]([C@@H:17]2[C@:22]([C:24]3[CH:29]=[CH:28][C:27]([F:30])=[C:26]([F:31])[CH:25]=3)([OH:23])[CH2:21][CH2:20][N:19]([C:32]([O:34][C:35]([CH3:38])([CH3:37])[CH3:36])=[O:33])[CH2:18]2)=[O:16])=[CH:4][C:5]([CH2:8][CH2:9][CH2:10][O:11][CH3:12])=[N:6][CH:7]=1.[H-].[Na+].[CH3:44]I. Product: [Cl:1][C:2]1[C:3]([CH2:13][N:14]([CH:39]2[CH2:41][CH2:40]2)[C:15]([C@@H:17]2[C@:22]([C:24]3[CH:29]=[CH:28][C:27]([F:30])=[C:26]([F:31])[CH:25]=3)([O:23][CH3:44])[CH2:21][CH2:20][N:19]([C:32]([O:34][C:35]([CH3:36])([CH3:37])[CH3:38])=[O:33])[CH2:18]2)=[O:16])=[CH:4][C:5]([CH2:8][CH2:9][CH2:10][O:11][CH3:12])=[N:6][CH:7]=1. The catalyst class is: 3. (7) The catalyst class is: 495. Reactant: [NH:1]1[C:9]2[C:4](=[CH:5][CH:6]=[CH:7][CH:8]=2)[CH2:3][C:2]1=[O:10].[CH3:11][C:12]1[CH:16]=[C:15]([CH3:17])[NH:14][C:13]=1[CH:18]=O. Product: [CH3:17][C:15]1[NH:14][C:13]([CH:18]=[C:3]2[C:4]3[C:9](=[CH:8][CH:7]=[CH:6][CH:5]=3)[NH:1][C:2]2=[O:10])=[C:12]([CH3:11])[CH:16]=1.